Dataset: Reaction yield outcomes from USPTO patents with 853,638 reactions. Task: Predict the reaction yield, written as a fraction of the theoretical maximum amount of product (1.0 means a 100% yield; for example, 0.34 means a 34% yield). (1) The reactants are Cl.[NH:2]1[CH2:7][CH2:6][CH:5]([C:8]2[C:9]([N:14]3[CH2:19][CH2:18][CH:17]([CH2:20][OH:21])[CH2:16][CH2:15]3)=[N:10][CH:11]=[CH:12][N:13]=2)[CH2:4][CH2:3]1.Cl[C:23]1[CH:32]=[CH:31][C:30]2[C:25](=[CH:26][CH:27]=[CH:28][CH:29]=2)[N:24]=1.C([O-])([O-])=O.[Cs+].[Cs+]. The catalyst is CN(C=O)C.O. The product is [N:24]1[C:25]2[C:30](=[CH:29][CH:28]=[CH:27][CH:26]=2)[CH:31]=[CH:32][C:23]=1[N:2]1[CH2:3][CH2:4][CH:5]([C:8]2[C:9]([N:14]3[CH2:19][CH2:18][CH:17]([CH2:20][OH:21])[CH2:16][CH2:15]3)=[N:10][CH:11]=[CH:12][N:13]=2)[CH2:6][CH2:7]1. The yield is 0.705. (2) The reactants are C([O:3][C:4](=O)[C:5]1[CH:10]=[CH:9][CH:8]=[C:7]([Br:11])[CH:6]=1)C.C(O)C.O.[NH2:17][NH2:18]. The catalyst is O. The product is [Br:11][C:7]1[CH:6]=[C:5]([CH:10]=[CH:9][CH:8]=1)[C:4]([NH:17][NH2:18])=[O:3]. The yield is 0.860. (3) The reactants are [CH3:1][N:2]([CH2:13][C:14]1[N:18]([CH2:19][CH2:20][CH2:21][CH2:22][CH2:23][C:24]#[N:25])[C:17]2[CH:26]=[CH:27][CH:28]=[CH:29][C:16]=2[N:15]=1)[CH:3]1[C:12]2[N:11]=[CH:10][CH:9]=[CH:8][C:7]=2[CH2:6][CH2:5][CH2:4]1.NCC1C=CC(CN2C3C=CC=CC=3N=C2CN(C)C2C3N=CC=CC=3CCC2)=CC=1. No catalyst specified. The product is [NH2:25][CH2:24][CH2:23][CH2:22][CH2:21][CH2:20][CH2:19][N:18]1[C:17]2[CH:26]=[CH:27][CH:28]=[CH:29][C:16]=2[N:15]=[C:14]1[CH2:13][N:2]([CH3:1])[CH:3]1[C:12]2[N:11]=[CH:10][CH:9]=[CH:8][C:7]=2[CH2:6][CH2:5][CH2:4]1. The yield is 0.740.